This data is from Full USPTO retrosynthesis dataset with 1.9M reactions from patents (1976-2016). The task is: Predict the reactants needed to synthesize the given product. (1) Given the product [Cl:1][C:2]1[CH:11]=[C:10]2[C:5]([CH:6]=[CH:7][NH:8][C:9]2=[O:12])=[CH:4][C:3]=1[O:13][CH:14]1[CH2:15][CH2:16][N:17]([CH2:20][C:21]([NH:23][CH2:24][CH2:26][CH3:27])=[O:22])[CH2:18][CH2:19]1, predict the reactants needed to synthesize it. The reactants are: [Cl:1][C:2]1[CH:11]=[C:10]2[C:5]([CH:6]=[CH:7][NH:8][C:9]2=[O:12])=[CH:4][C:3]=1[O:13][CH:14]1[CH2:19][CH2:18][N:17]([CH2:20][C:21]([N:23](C)[CH3:24])=[O:22])[CH2:16][CH2:15]1.[CH2:26](N)[CH2:27]C. (2) Given the product [NH:38]([C:30](=[O:32])[CH2:29][N:27]1[C:26](=[O:33])[CH:25]=[CH:24][C:23]([C:21]2[N:22]=[C:17]([NH:16][C:14]([C:11]3([C:9]4[CH:8]=[CH:7][C:5]5[O:6][C:2]([F:35])([F:1])[O:3][C:4]=5[CH:10]=4)[CH2:13][CH2:12]3)=[O:15])[CH:18]=[CH:19][C:20]=2[CH3:34])=[CH:28]1)[C:37]#[N:36], predict the reactants needed to synthesize it. The reactants are: [F:1][C:2]1([F:35])[O:6][C:5]2[CH:7]=[CH:8][C:9]([C:11]3([C:14]([NH:16][C:17]4[N:22]=[C:21]([C:23]5[CH:24]=[CH:25][C:26](=[O:33])[N:27]([CH2:29][C:30]([OH:32])=O)[CH:28]=5)[C:20]([CH3:34])=[CH:19][CH:18]=4)=[O:15])[CH2:13][CH2:12]3)=[CH:10][C:4]=2[O:3]1.[N:36]#[C:37][NH2:38].C(N(CC)CC)C.F[P-](F)(F)(F)(F)F.N1(OC(N(C)C)=[N+](C)C)C2N=CC=CC=2N=N1. (3) Given the product [Br:1][C:2]1[CH:10]=[CH:9][CH:8]=[C:7]2[C:3]=1[C:4]([O:11][C@@H:26]1[O:27][C@H:28]([CH2:45][O:46][C:47](=[O:52])[C:48]([CH3:51])([CH3:50])[CH3:49])[C@@H:29]([O:38][C:39](=[O:44])[C:40]([CH3:41])([CH3:42])[CH3:43])[C@H:30]([O:31][C:32](=[O:37])[C:33]([CH3:34])([CH3:35])[CH3:36])[C@H:25]1[O:24][C:18](=[O:23])[C:19]([CH3:22])([CH3:20])[CH3:21])=[N:5][NH:6]2, predict the reactants needed to synthesize it. The reactants are: [Br:1][C:2]1[CH:10]=[CH:9][CH:8]=[C:7]2[C:3]=1[C:4]([OH:11])=[N:5][NH:6]2.C(=O)([O-])[O-].[K+].[K+].[C:18]([O:24][C@@H:25]1[C@@H:30]([O:31][C:32](=[O:37])[C:33]([CH3:36])([CH3:35])[CH3:34])[C@H:29]([O:38][C:39](=[O:44])[C:40]([CH3:43])([CH3:42])[CH3:41])[C@@H:28]([CH2:45][O:46][C:47](=[O:52])[C:48]([CH3:51])([CH3:50])[CH3:49])[O:27][C@@H:26]1Br)(=[O:23])[C:19]([CH3:22])([CH3:21])[CH3:20].O. (4) Given the product [Br:31][C:23]1[CH:22]=[C:21]([C@@H:20]([NH:32][C:33](=[O:36])[CH2:34][NH:35][C:10](=[O:12])[C:9]2[CH:8]=[CH:7][CH:6]=[C:5]([NH:1][C:2]([NH2:4])=[NH:3])[CH:13]=2)[CH2:19][C:18]([O:17][CH2:15][CH3:16])=[O:37])[CH:26]=[C:25]([C:27]([CH3:30])([CH3:28])[CH3:29])[CH:24]=1, predict the reactants needed to synthesize it. The reactants are: [NH:1]([C:5]1[CH:6]=[CH:7][CH:8]=[C:9]([CH:13]=1)[C:10]([OH:12])=O)[C:2]([NH2:4])=[NH:3].Cl.[CH2:15]([O:17][C:18](=[O:37])[CH2:19][C@H:20]([NH:32][C:33](=[O:36])[CH2:34][NH2:35])[C:21]1[CH:26]=[C:25]([C:27]([CH3:30])([CH3:29])[CH3:28])[CH:24]=[C:23]([Br:31])[CH:22]=1)[CH3:16].O.ON1C2C=CC=CC=2N=N1.C(N=C=NC(C)C)(C)C.